Dataset: Full USPTO retrosynthesis dataset with 1.9M reactions from patents (1976-2016). Task: Predict the reactants needed to synthesize the given product. (1) Given the product [C:25]([N:14]1[CH2:15][CH2:16][C:17]2[N:18]=[C:10]([NH:9][C:7]([NH:6][CH2:5][C:4]3[C:19]([O:23][CH3:24])=[CH:20][CH:21]=[CH:22][C:3]=3[O:2][CH3:1])=[NH:8])[S:11][C:12]=2[CH2:13]1)(=[O:27])[CH3:26], predict the reactants needed to synthesize it. The reactants are: [CH3:1][O:2][C:3]1[CH:22]=[CH:21][CH:20]=[C:19]([O:23][CH3:24])[C:4]=1[CH2:5][NH:6][C:7]([NH:9][C:10]1[S:11][C:12]2[CH2:13][NH:14][CH2:15][CH2:16][C:17]=2[N:18]=1)=[NH:8].[C:25](Cl)(=[O:27])[CH3:26].C(N(CC)CC)C. (2) The reactants are: [F:1][C:2]1[CH:7]=[CH:6][C:5]([N+:8]([O-:10])=[O:9])=[CH:4][C:3]=1[C:11]([CH3:17])([CH2:14][CH:15]=C)[CH:12]=[O:13].[BH4-].[Na+].ClCCl.C[OH:24]. Given the product [F:1][C:2]1[CH:7]=[CH:6][C:5]([N+:8]([O-:10])=[O:9])=[CH:4][C:3]=1[C:11]([CH3:17])([CH2:14][CH2:15][OH:24])[CH2:12][OH:13], predict the reactants needed to synthesize it.